Dataset: NCI-60 drug combinations with 297,098 pairs across 59 cell lines. Task: Regression. Given two drug SMILES strings and cell line genomic features, predict the synergy score measuring deviation from expected non-interaction effect. (1) Drug 1: CC(C1=C(C=CC(=C1Cl)F)Cl)OC2=C(N=CC(=C2)C3=CN(N=C3)C4CCNCC4)N. Drug 2: C1CCC(C1)C(CC#N)N2C=C(C=N2)C3=C4C=CNC4=NC=N3. Cell line: A549. Synergy scores: CSS=24.3, Synergy_ZIP=0.545, Synergy_Bliss=2.78, Synergy_Loewe=0.833, Synergy_HSA=2.81. (2) Drug 1: CC1=CC=C(C=C1)C2=CC(=NN2C3=CC=C(C=C3)S(=O)(=O)N)C(F)(F)F. Drug 2: C1CN(CCN1C(=O)CCBr)C(=O)CCBr. Cell line: HOP-62. Synergy scores: CSS=3.35, Synergy_ZIP=-0.704, Synergy_Bliss=4.89, Synergy_Loewe=-9.59, Synergy_HSA=0.597. (3) Drug 1: CC1C(C(=O)NC(C(=O)N2CCCC2C(=O)N(CC(=O)N(C(C(=O)O1)C(C)C)C)C)C(C)C)NC(=O)C3=C4C(=C(C=C3)C)OC5=C(C(=O)C(=C(C5=N4)C(=O)NC6C(OC(=O)C(N(C(=O)CN(C(=O)C7CCCN7C(=O)C(NC6=O)C(C)C)C)C)C(C)C)C)N)C. Drug 2: C(CN)CNCCSP(=O)(O)O. Cell line: IGROV1. Synergy scores: CSS=19.1, Synergy_ZIP=-3.70, Synergy_Bliss=3.03, Synergy_Loewe=0.824, Synergy_HSA=0.826. (4) Drug 1: CCC1(CC2CC(C3=C(CCN(C2)C1)C4=CC=CC=C4N3)(C5=C(C=C6C(=C5)C78CCN9C7C(C=CC9)(C(C(C8N6C)(C(=O)OC)O)OC(=O)C)CC)OC)C(=O)OC)O.OS(=O)(=O)O. Drug 2: CC(C)NC(=O)C1=CC=C(C=C1)CNNC.Cl. Cell line: K-562. Synergy scores: CSS=21.2, Synergy_ZIP=3.18, Synergy_Bliss=1.88, Synergy_Loewe=-11.3, Synergy_HSA=-1.54. (5) Drug 1: CC1OCC2C(O1)C(C(C(O2)OC3C4COC(=O)C4C(C5=CC6=C(C=C35)OCO6)C7=CC(=C(C(=C7)OC)O)OC)O)O. Drug 2: C#CCC(CC1=CN=C2C(=N1)C(=NC(=N2)N)N)C3=CC=C(C=C3)C(=O)NC(CCC(=O)O)C(=O)O. Cell line: M14. Synergy scores: CSS=13.2, Synergy_ZIP=-7.23, Synergy_Bliss=-3.16, Synergy_Loewe=-7.18, Synergy_HSA=-3.25.